This data is from Forward reaction prediction with 1.9M reactions from USPTO patents (1976-2016). The task is: Predict the product of the given reaction. (1) The product is: [CH:1]1([C:4]2[O:8][N:7]=[C:6]([C:9]3[CH:14]=[CH:13][CH:12]=[CH:11][C:10]=3[O:15][C:16]([F:19])([F:18])[F:17])[C:5]=2[CH2:20][O:21][CH:22]2[CH2:23][CH2:24][N:25]([C:28]3[S:29][C:30]4[CH:36]=[C:35]([C:37]([NH:39][CH2:40][C:41]([OH:43])=[O:42])=[O:38])[CH:34]=[CH:33][C:31]=4[N:32]=3)[CH2:26][CH2:27]2)[CH2:3][CH2:2]1. Given the reactants [CH:1]1([C:4]2[O:8][N:7]=[C:6]([C:9]3[CH:14]=[CH:13][CH:12]=[CH:11][C:10]=3[O:15][C:16]([F:19])([F:18])[F:17])[C:5]=2[CH2:20][O:21][CH:22]2[CH2:27][CH2:26][N:25]([C:28]3[S:29][C:30]4[CH:36]=[C:35]([C:37]([NH:39][CH2:40][C:41]([O:43]C)=[O:42])=[O:38])[CH:34]=[CH:33][C:31]=4[N:32]=3)[CH2:24][CH2:23]2)[CH2:3][CH2:2]1.[Li+].[OH-], predict the reaction product. (2) Given the reactants [CH3:1][C:2]1[CH:7]=[C:6]([CH3:8])[CH:5]=[CH:4][C:3]=1[NH:9][C:10](=[O:33])[CH2:11][C@@H:12]([C:17]1[C:21]([CH:22]2[CH2:24][CH2:23]2)=[C:20]([CH:25]2[CH2:28][CH:27]([CH2:29][CH:30]([CH3:32])[CH3:31])[CH2:26]2)[O:19][N:18]=1)[CH2:13][CH2:14][C:15]#[N:16].C1(C)C(C)=CC=CC=1.C[Sn]([N:46]=[N+:47]=[N-:48])(C)C, predict the reaction product. The product is: [CH3:1][C:2]1[CH:7]=[C:6]([CH3:8])[CH:5]=[CH:4][C:3]=1[NH:9][C:10](=[O:33])[CH2:11][C@@H:12]([C:17]1[C:21]([CH:22]2[CH2:24][CH2:23]2)=[C:20]([CH:25]2[CH2:28][CH:27]([CH2:29][CH:30]([CH3:31])[CH3:32])[CH2:26]2)[O:19][N:18]=1)[CH2:13][CH2:14][C:15]1[NH:48][N:47]=[N:46][N:16]=1.